From a dataset of Peptide-MHC class I binding affinity with 185,985 pairs from IEDB/IMGT. Regression. Given a peptide amino acid sequence and an MHC pseudo amino acid sequence, predict their binding affinity value. This is MHC class I binding data. (1) The peptide sequence is FLPSDYFPSV. The MHC is HLA-A68:02 with pseudo-sequence HLA-A68:02. The binding affinity (normalized) is 0.396. (2) The peptide sequence is MASPENVIL. The MHC is HLA-A02:01 with pseudo-sequence HLA-A02:01. The binding affinity (normalized) is 0.377. (3) The peptide sequence is ALAKAAAAV. The MHC is HLA-A68:02 with pseudo-sequence HLA-A68:02. The binding affinity (normalized) is 0.451. (4) The peptide sequence is IVDCLTEMY. The MHC is HLA-B15:01 with pseudo-sequence HLA-B15:01. The binding affinity (normalized) is 0.353. (5) The peptide sequence is TCQGSDDIR. The MHC is HLA-A03:01 with pseudo-sequence HLA-A03:01. The binding affinity (normalized) is 0. (6) The peptide sequence is PLLPIFFCL. The MHC is HLA-A02:06 with pseudo-sequence HLA-A02:06. The binding affinity (normalized) is 0.587.